Dataset: NCI-60 drug combinations with 297,098 pairs across 59 cell lines. Task: Regression. Given two drug SMILES strings and cell line genomic features, predict the synergy score measuring deviation from expected non-interaction effect. (1) Drug 1: C1CCC(CC1)NC(=O)N(CCCl)N=O. Drug 2: CC1=C2C(C(=O)C3(C(CC4C(C3C(C(C2(C)C)(CC1OC(=O)C(C(C5=CC=CC=C5)NC(=O)C6=CC=CC=C6)O)O)OC(=O)C7=CC=CC=C7)(CO4)OC(=O)C)O)C)OC(=O)C. Cell line: T-47D. Synergy scores: CSS=14.1, Synergy_ZIP=-5.66, Synergy_Bliss=1.60, Synergy_Loewe=-7.58, Synergy_HSA=-0.413. (2) Drug 1: CC1=CC2C(CCC3(C2CCC3(C(=O)C)OC(=O)C)C)C4(C1=CC(=O)CC4)C. Drug 2: C1CCC(C(C1)N)N.C(=O)(C(=O)[O-])[O-].[Pt+4]. Cell line: CCRF-CEM. Synergy scores: CSS=27.5, Synergy_ZIP=-8.51, Synergy_Bliss=-2.31, Synergy_Loewe=-46.2, Synergy_HSA=-0.649. (3) Drug 1: C1CC(=O)NC(=O)C1N2CC3=C(C2=O)C=CC=C3N. Drug 2: C1=NNC2=C1C(=O)NC=N2. Cell line: OVCAR3. Synergy scores: CSS=5.58, Synergy_ZIP=-1.67, Synergy_Bliss=0.557, Synergy_Loewe=0.908, Synergy_HSA=0.550. (4) Drug 1: CC1=C(C=C(C=C1)NC2=NC=CC(=N2)N(C)C3=CC4=NN(C(=C4C=C3)C)C)S(=O)(=O)N.Cl. Drug 2: C1CN1P(=S)(N2CC2)N3CC3. Cell line: A498. Synergy scores: CSS=-2.58, Synergy_ZIP=-1.35, Synergy_Bliss=-2.50, Synergy_Loewe=-10.2, Synergy_HSA=-5.79. (5) Drug 1: CCC1(CC2CC(C3=C(CCN(C2)C1)C4=CC=CC=C4N3)(C5=C(C=C6C(=C5)C78CCN9C7C(C=CC9)(C(C(C8N6C)(C(=O)OC)O)OC(=O)C)CC)OC)C(=O)OC)O. Drug 2: CC1(CCCN1)C2=NC3=C(C=CC=C3N2)C(=O)N. Cell line: SK-OV-3. Synergy scores: CSS=21.5, Synergy_ZIP=2.37, Synergy_Bliss=2.76, Synergy_Loewe=-45.0, Synergy_HSA=0.713.